From a dataset of Forward reaction prediction with 1.9M reactions from USPTO patents (1976-2016). Predict the product of the given reaction. (1) Given the reactants Br[C:2]1[CH:3]=[CH:4][C:5]2[N:9]=[C:8]([CH3:10])[N:7]([C:11]3[N:16]=[CH:15][N:14]=[C:13]([NH2:17])[N:12]=3)[C:6]=2[CH:18]=1.[C:19]([Si:21]([CH3:24])([CH3:23])[CH3:22])#[CH:20], predict the reaction product. The product is: [CH3:10][C:8]1[N:7]([C:11]2[N:16]=[CH:15][N:14]=[C:13]([NH2:17])[N:12]=2)[C:6]2[CH:18]=[C:2]([C:20]#[C:19][Si:21]([CH3:24])([CH3:23])[CH3:22])[CH:3]=[CH:4][C:5]=2[N:9]=1. (2) Given the reactants [CH2:1]([C:8]1[CH:14]=[CH:13][C:11]([NH2:12])=[CH:10][CH:9]=1)[C:2]1[CH:7]=[CH:6][CH:5]=[CH:4][CH:3]=1.[C:15]([O:19][C:20]([N:22]1[CH2:28][CH2:27][CH2:26][C@@H:23]1[CH:24]=O)=[O:21])([CH3:18])([CH3:17])[CH3:16].C(O[BH-](OC(=O)C)OC(=O)C)(=O)C.[Na+].C(O)(=O)C, predict the reaction product. The product is: [C:15]([O:19][C:20]([N:22]1[CH2:28][CH2:27][CH2:26][C@@H:23]1[CH2:24][NH:12][C:11]1[CH:10]=[CH:9][C:8]([CH2:1][C:2]2[CH:3]=[CH:4][CH:5]=[CH:6][CH:7]=2)=[CH:14][CH:13]=1)=[O:21])([CH3:18])([CH3:16])[CH3:17].